Dataset: Reaction yield outcomes from USPTO patents with 853,638 reactions. Task: Predict the reaction yield, written as a fraction of the theoretical maximum amount of product (1.0 means a 100% yield; for example, 0.34 means a 34% yield). (1) The reactants are [CH3:1][O:2][CH2:3][O:4][C@H:5]1[CH2:9][CH2:8][N:7]([CH2:10][C@@H:11]([C:13]2[CH:18]=[CH:17][CH:16]=[CH:15][CH:14]=2)O)[CH2:6]1.COCO[C@H]1CCN([C@@H](C2C=CC=CC=2)CO)C1.[CH3:37][NH:38][C:39]1[CH:48]=[CH:47][C:42]([C:43]([O:45][CH3:46])=[O:44])=[CH:41][CH:40]=1. No catalyst specified. The product is [CH3:46][O:45][C:43](=[O:44])[C:42]1[CH:47]=[CH:48][C:39]([N:38]([C@H:11]([C:13]2[CH:18]=[CH:17][CH:16]=[CH:15][CH:14]=2)[CH2:10][N:7]2[CH2:8][CH2:9][C@H:5]([O:4][CH2:3][O:2][CH3:1])[CH2:6]2)[CH3:37])=[CH:40][CH:41]=1. The yield is 0.490. (2) The reactants are [C:1]([O:5][C:6](=[O:19])[NH:7][CH:8]([CH:16]1[CH2:18][O:17]1)[CH2:9][C:10]1[CH:15]=[CH:14][CH:13]=[CH:12][CH:11]=1)([CH3:4])([CH3:3])[CH3:2].[CH3:20][O:21][C:22]1[CH:23]=[C:24]([CH:27]=[CH:28][CH:29]=1)[CH2:25][NH2:26]. The catalyst is CC(O)C. The product is [CH3:20][O:21][C:22]1[CH:23]=[C:24]([CH:27]=[CH:28][CH:29]=1)[CH2:25][NH:26][CH2:18][CH:16]([OH:17])[CH:8]([NH:7][C:6](=[O:19])[O:5][C:1]([CH3:4])([CH3:3])[CH3:2])[CH2:9][C:10]1[CH:15]=[CH:14][CH:13]=[CH:12][CH:11]=1. The yield is 0.770. (3) The reactants are [N+:1]([C:4]1[CH:5]=[C:6]2[C:10](=[CH:11][CH:12]=1)[NH:9][CH:8]=[CH:7]2)([O-:3])=[O:2].[OH-].[K+].[CH2:15]1[O:25][C:18]2([CH2:23][CH2:22][C:21](=O)[CH2:20][CH2:19]2)[O:17][CH2:16]1. The catalyst is CO. The product is [N+:1]([C:4]1[CH:5]=[C:6]2[C:10](=[CH:11][CH:12]=1)[NH:9][CH:8]=[C:7]2[C:21]1[CH2:22][CH2:23][C:18]2([O:25][CH2:15][CH2:16][O:17]2)[CH2:19][CH:20]=1)([O-:3])=[O:2]. The yield is 0.680. (4) The reactants are [NH2:1][C:2]1[N:7]=[C:6](Br)[C:5]([C:9]#[N:10])=[C:4]([S:11][CH3:12])[N:3]=1.[CH3:13][O:14][C:15]1[CH:20]=[CH:19][CH:18]=[CH:17][C:16]=1B(O)O.C(=O)([O-])[O-].[K+].[K+]. The catalyst is C1(C)C=CC=CC=1.C1C=CC(P(C2C=CC=CC=2)C2C=CC=CC=2)=CC=1.C1C=CC(P(C2C=CC=CC=2)C2C=CC=CC=2)=CC=1.C1C=CC(P(C2C=CC=CC=2)C2C=CC=CC=2)=CC=1.C1C=CC(P(C2C=CC=CC=2)C2C=CC=CC=2)=CC=1.[Pd]. The product is [NH2:1][C:2]1[N:7]=[C:6]([C:16]2[CH:17]=[CH:18][CH:19]=[CH:20][C:15]=2[O:14][CH3:13])[C:5]([C:9]#[N:10])=[C:4]([S:11][CH3:12])[N:3]=1. The yield is 0.290.